Dataset: Peptide-MHC class I binding affinity with 185,985 pairs from IEDB/IMGT. Task: Regression. Given a peptide amino acid sequence and an MHC pseudo amino acid sequence, predict their binding affinity value. This is MHC class I binding data. The peptide sequence is SMLSIFNIV. The MHC is HLA-B08:01 with pseudo-sequence HLA-B08:01. The binding affinity (normalized) is 0.